Dataset: Peptide-MHC class I binding affinity with 185,985 pairs from IEDB/IMGT. Task: Regression. Given a peptide amino acid sequence and an MHC pseudo amino acid sequence, predict their binding affinity value. This is MHC class I binding data. (1) The peptide sequence is KTKHLCRL. The MHC is Mamu-B03 with pseudo-sequence Mamu-B03. The binding affinity (normalized) is 0.184. (2) The peptide sequence is ARVAASLAK. The MHC is HLA-A02:11 with pseudo-sequence HLA-A02:11. The binding affinity (normalized) is 0.0847.